From a dataset of NCI-60 drug combinations with 297,098 pairs across 59 cell lines. Regression. Given two drug SMILES strings and cell line genomic features, predict the synergy score measuring deviation from expected non-interaction effect. Drug 1: C1=CC(=CC=C1CCCC(=O)O)N(CCCl)CCCl. Drug 2: CC1=C(C=C(C=C1)NC(=O)C2=CC=C(C=C2)CN3CCN(CC3)C)NC4=NC=CC(=N4)C5=CN=CC=C5. Cell line: KM12. Synergy scores: CSS=-8.39, Synergy_ZIP=-1.79, Synergy_Bliss=-19.1, Synergy_Loewe=-21.9, Synergy_HSA=-21.3.